From a dataset of Reaction yield outcomes from USPTO patents with 853,638 reactions. Predict the reaction yield, written as a fraction of the theoretical maximum amount of product (1.0 means a 100% yield; for example, 0.34 means a 34% yield). (1) The reactants are [NH2:1][C:2]1[N:7]=[N:6][C:5]([N:8]2[CH2:13][CH2:12][N:11]([C:14]([C:16]3[CH:21]=[CH:20][CH:19]=[CH:18][C:17]=3[C:22]([F:25])([F:24])[F:23])=[O:15])[CH2:10][CH2:9]2)=[CH:4][CH:3]=1.C(N(CC)CC)C.[CH2:33]([S:36](Cl)(=[O:38])=[O:37])[CH2:34][CH3:35].Cl. The catalyst is ClCCl. The product is [F:23][C:22]([F:25])([F:24])[C:17]1[CH:18]=[CH:19][CH:20]=[CH:21][C:16]=1[C:14]([N:11]1[CH2:10][CH2:9][N:8]([C:5]2[N:6]=[N:7][C:2]([NH:1][S:36]([CH2:33][CH2:34][CH3:35])(=[O:38])=[O:37])=[CH:3][CH:4]=2)[CH2:13][CH2:12]1)=[O:15]. The yield is 0.355. (2) The reactants are [Si](C[Li])(C)(C)C.I[C:8]1[C:13]([CH3:14])=[CH:12][C:11]([CH3:15])=[CH:10][N:9]=1.Br[C:17]1[CH:22]=[CH:21][CH:20]=[C:19]([Cl:23])[N:18]=1. The catalyst is CCCCCCC.C1COCC1.[Zn+2].[Br-].[Br-].C1C=CC([P]([Pd]([P](C2C=CC=CC=2)(C2C=CC=CC=2)C2C=CC=CC=2)([P](C2C=CC=CC=2)(C2C=CC=CC=2)C2C=CC=CC=2)[P](C2C=CC=CC=2)(C2C=CC=CC=2)C2C=CC=CC=2)(C2C=CC=CC=2)C2C=CC=CC=2)=CC=1. The product is [Cl:23][C:19]1[N:18]=[C:17]([C:8]2[C:13]([CH3:14])=[CH:12][C:11]([CH3:15])=[CH:10][N:9]=2)[CH:22]=[CH:21][CH:20]=1. The yield is 0.590.